Dataset: Full USPTO retrosynthesis dataset with 1.9M reactions from patents (1976-2016). Task: Predict the reactants needed to synthesize the given product. (1) Given the product [CH:24]1([N:22]([CH3:23])[C:4]2[C:5]([CH3:21])=[C:6]([C:7]([NH:9][CH2:10][C:11]3[C:12](=[O:19])[NH:13][C:14]([CH3:18])=[CH:15][C:16]=3[CH3:17])=[O:8])[CH:20]=[C:2]([C:34]3[CH:35]=[CH:36][C:31]([CH:29]=[O:30])=[CH:32][CH:33]=3)[CH:3]=2)[CH2:28][CH2:27][CH2:26][CH2:25]1, predict the reactants needed to synthesize it. The reactants are: Br[C:2]1[CH:3]=[C:4]([N:22]([CH:24]2[CH2:28][CH2:27][CH2:26][CH2:25]2)[CH3:23])[C:5]([CH3:21])=[C:6]([CH:20]=1)[C:7]([NH:9][CH2:10][C:11]1[C:12](=[O:19])[NH:13][C:14]([CH3:18])=[CH:15][C:16]=1[CH3:17])=[O:8].[CH:29]([C:31]1[CH:36]=[CH:35][C:34](B(O)O)=[CH:33][CH:32]=1)=[O:30].C([O-])([O-])=O.[Na+].[Na+].C(Cl)Cl. (2) Given the product [CH:29]1[C:30]2[NH:31][C:32]3[C:37](=[CH:36][CH:35]=[CH:34][CH:33]=3)[C:38]=2[C:26]([O:25][CH2:24][C@@H:23]([OH:39])[CH2:22][NH:21][CH2:20][CH:17]2[CH2:16][CH2:15][N:14]([C:12]([NH:11][C:7]3[CH:6]=[C:5]([CH:10]=[CH:9][CH:8]=3)[C:4]([OH:40])=[O:3])=[O:13])[CH2:19][CH2:18]2)=[CH:27][CH:28]=1, predict the reactants needed to synthesize it. The reactants are: C([O:3][C:4](=[O:40])[C:5]1[CH:10]=[CH:9][CH:8]=[C:7]([NH:11][C:12]([N:14]2[CH2:19][CH2:18][CH:17]([CH2:20][NH:21][CH2:22][C@H:23]([OH:39])[CH2:24][O:25][C:26]3[C:38]4[C:37]5[C:32](=[CH:33][CH:34]=[CH:35][CH:36]=5)[NH:31][C:30]=4[CH:29]=[CH:28][CH:27]=3)[CH2:16][CH2:15]2)=[O:13])[CH:6]=1)C. (3) Given the product [CH3:1][N:2]1[N:6]=[N:5][C:4]([C:7]([OH:9])=[O:8])=[N:3]1, predict the reactants needed to synthesize it. The reactants are: [CH3:1][N:2]1[N:6]=[N:5][C:4]([C:7]([O:9]CC)=[O:8])=[N:3]1.[OH-].[K+]. (4) Given the product [F:21][C:22]1([F:26])[CH2:25][N:24]([CH:2]2[CH2:19][CH2:18][C:5]3([CH2:10][CH2:9][N:8]([C:11]([O:13][C:14]([CH3:17])([CH3:16])[CH3:15])=[O:12])[CH2:7][CH2:6]3)[CH2:4][CH2:3]2)[CH2:23]1, predict the reactants needed to synthesize it. The reactants are: O=[C:2]1[CH2:19][CH2:18][C:5]2([CH2:10][CH2:9][N:8]([C:11]([O:13][C:14]([CH3:17])([CH3:16])[CH3:15])=[O:12])[CH2:7][CH2:6]2)[CH2:4][CH2:3]1.Cl.[F:21][C:22]1([F:26])[CH2:25][NH:24][CH2:23]1.C(N(CC)CC)C.C(O[BH-](OC(=O)C)OC(=O)C)(=O)C.[Na+].C(=O)(O)[O-].[Na+]. (5) Given the product [C:1]([O:5][C:6](=[O:34])[NH:7][C:8]1[O:9][CH2:10][C:11]([F:33])([F:32])[C@:12]([C:15]2[CH:20]=[C:19]([NH:21][C:22]([C:24]3[CH:29]=[N:28][C:27]([O:49][CH2:46][C:47]#[CH:48])=[CH:26][N:25]=3)=[O:23])[CH:18]=[CH:17][C:16]=2[F:31])([CH3:14])[N:13]=1)([CH3:4])([CH3:3])[CH3:2], predict the reactants needed to synthesize it. The reactants are: [C:1]([O:5][C:6](=[O:34])[NH:7][C:8]1[O:9][CH2:10][C:11]([F:33])([F:32])[C@:12]([C:15]2[CH:20]=[C:19]([NH:21][C:22]([C:24]3[CH:29]=[N:28][C:27](Cl)=[CH:26][N:25]=3)=[O:23])[CH:18]=[CH:17][C:16]=2[F:31])([CH3:14])[N:13]=1)([CH3:4])([CH3:3])[CH3:2].CN(C=O)C.CC([O-])(C)C.[K+].[CH2:46]([OH:49])[C:47]#[CH:48]. (6) Given the product [F:1][C:2]1[CH:7]=[C:6]([O:8][CH2:9][CH2:10][CH2:11][N:12]2[CH2:13][CH2:14][CH2:15][CH2:16][CH2:17]2)[CH:5]=[CH:4][C:3]=1[N:18]1[CH2:19][CH2:20][N:21]([C:24]([C:25]2[CH:30]=[CH:29][CH:28]=[CH:27][CH:26]=2)=[O:31])[CH2:22][CH2:23]1, predict the reactants needed to synthesize it. The reactants are: [F:1][C:2]1[CH:7]=[C:6]([O:8][CH2:9][CH2:10][CH2:11][N:12]2[CH2:17][CH2:16][CH2:15][CH2:14][CH2:13]2)[CH:5]=[CH:4][C:3]=1[N:18]1[CH2:23][CH2:22][NH:21][CH2:20][CH2:19]1.[C:24](O)(=[O:31])[C:25]1[CH:30]=[CH:29][CH:28]=[CH:27][CH:26]=1. (7) The reactants are: [CH3:1][O:2][C:3](=[O:39])[CH2:4][C@H:5]1[C:9]2[CH:10]=[CH:11][C:12]([O:14][C@H:15]3[C:23]4[C:18](=[C:19]([CH2:28][C:29]5[CH:34]=[CH:33][C:32]([O:35]C(=O)C)=[CH:31][CH:30]=5)[C:20]([C:24]([F:27])([F:26])[F:25])=[CH:21][CH:22]=4)[CH2:17][CH2:16]3)=[CH:13][C:8]=2[O:7][CH2:6]1.C([O-])([O-])=O.[K+].[K+].Cl. Given the product [CH3:1][O:2][C:3](=[O:39])[CH2:4][C@H:5]1[C:9]2[CH:10]=[CH:11][C:12]([O:14][C@H:15]3[C:23]4[C:18](=[C:19]([CH2:28][C:29]5[CH:34]=[CH:33][C:32]([OH:35])=[CH:31][CH:30]=5)[C:20]([C:24]([F:25])([F:26])[F:27])=[CH:21][CH:22]=4)[CH2:17][CH2:16]3)=[CH:13][C:8]=2[O:7][CH2:6]1, predict the reactants needed to synthesize it. (8) Given the product [OH:12][CH:8]1[CH2:9][C:10]2[CH:11]=[C:2]([NH:1][C:21](=[O:22])[NH2:20])[CH:3]=[CH:4][C:5]=2[CH2:6][CH2:7]1, predict the reactants needed to synthesize it. The reactants are: [NH2:1][C:2]1[CH:11]=[C:10]2[C:5]([CH2:6][CH2:7][CH:8]([OH:12])[CH2:9]2)=[CH:4][CH:3]=1.ClC1C=CC([N:20]=[C:21]=[O:22])=CC=1C(F)(F)F. (9) Given the product [NH3:1].[CH3:22][OH:23].[ClH:37].[ClH:37].[N:24]1[C:29]2[O:30][CH2:31][CH2:32][S:33][C:28]=2[CH:27]=[C:26]([CH2:34][NH:1][CH:2]2[CH2:7][CH2:6][N:5]([CH2:8][CH:9]3[CH2:18][CH2:17][C:16]4[C:11]5=[C:12]([CH:20]=[CH:21][C:22](=[O:23])[N:10]35)[CH:13]=[CH:14][C:15]=4[F:19])[CH2:4][CH2:3]2)[N:25]=1, predict the reactants needed to synthesize it. The reactants are: [NH2:1][CH:2]1[CH2:7][CH2:6][N:5]([CH2:8][CH:9]2[CH2:18][CH2:17][C:16]3[C:11]4=[C:12]([CH:20]=[CH:21][C:22](=[O:23])[N:10]24)[CH:13]=[CH:14][C:15]=3[F:19])[CH2:4][CH2:3]1.[N:24]1[C:29]2[O:30][CH2:31][CH2:32][S:33][C:28]=2[CH:27]=[C:26]([CH:34]=O)[N:25]=1.C(Cl)(Cl)[Cl:37].